Dataset: Forward reaction prediction with 1.9M reactions from USPTO patents (1976-2016). Task: Predict the product of the given reaction. (1) Given the reactants C(OC(=O)[NH:7][C:8]([C:10]1[S:11][C:12]([S:32][CH3:33])=[C:13]([S:15]([C:18]2[CH:19]=[C:20]([C:24]3[CH:29]=[CH:28][C:27]([NH2:30])=[CH:26][C:25]=3[CH3:31])[CH:21]=[CH:22][CH:23]=2)(=[O:17])=[O:16])[CH:14]=1)=[NH:9])(C)(C)C.C(=O)([O-])[O-].[Cs+].[Cs+].C([O:43][P:44]([CH2:49]OS(C(F)(F)F)(=O)=O)([O:46]CC)=[O:45])C, predict the reaction product. The product is: [C:8]([C:10]1[S:11][C:12]([S:32][CH3:33])=[C:13]([S:15]([C:18]2[CH:19]=[C:20]([C:24]3[CH:29]=[CH:28][C:27]([NH:30][CH2:49][P:44](=[O:43])([OH:46])[OH:45])=[CH:26][C:25]=3[CH3:31])[CH:21]=[CH:22][CH:23]=2)(=[O:16])=[O:17])[CH:14]=1)(=[NH:9])[NH2:7]. (2) Given the reactants [O:1]=[C:2]([NH:19][CH2:20][C:21]#[CH:22])[C@@H:3]([NH:11][C:12](=[O:18])[O:13][C:14]([CH3:17])([CH3:16])[CH3:15])[CH2:4][C:5]1[CH:10]=[CH:9][CH:8]=[CH:7][CH:6]=1, predict the reaction product. The product is: [CH3:22][C:21]1[O:1][C:2]([C@@H:3]([NH:11][C:12](=[O:18])[O:13][C:14]([CH3:17])([CH3:16])[CH3:15])[CH2:4][C:5]2[CH:10]=[CH:9][CH:8]=[CH:7][CH:6]=2)=[N:19][CH:20]=1. (3) Given the reactants [CH3:1][O:2][C:3]1[N:12]=[C:11]2[C:6]([CH2:7][CH2:8][C:9](=[O:13])[NH:10]2)=[CH:5][CH:4]=1.[H-].[Na+].Br[CH2:17][CH2:18][CH:19]=[CH2:20], predict the reaction product. The product is: [CH2:20]([N:10]1[C:11]2[C:6](=[CH:5][CH:4]=[C:3]([O:2][CH3:1])[N:12]=2)[CH2:7][CH2:8][C:9]1=[O:13])[CH2:19][CH:18]=[CH2:17].